Dataset: Forward reaction prediction with 1.9M reactions from USPTO patents (1976-2016). Task: Predict the product of the given reaction. (1) Given the reactants [N:1]1[CH:6]=[CH:5][CH:4]=[C:3]([NH:7][C:8](=[O:15])OCC(Cl)(Cl)Cl)[CH:2]=1.Cl.Cl.[F:18][C:19]1[CH:20]=[C:21]([C:26]2[CH:31]=[CH:30][N:29]=[C:28]([N:32]3[CH2:37][CH2:36][NH:35][CH2:34][CH2:33]3)[N:27]=2)[CH:22]=[CH:23][C:24]=1[F:25], predict the reaction product. The product is: [F:18][C:19]1[CH:20]=[C:21]([C:26]2[CH:31]=[CH:30][N:29]=[C:28]([N:32]3[CH2:37][CH2:36][N:35]([C:8]([NH:7][C:3]4[CH:2]=[N:1][CH:6]=[CH:5][CH:4]=4)=[O:15])[CH2:34][CH2:33]3)[N:27]=2)[CH:22]=[CH:23][C:24]=1[F:25]. (2) The product is: [Cl:15][C:16]1[N:17]=[N:18][C:19]([C:4]([CH3:3])([C:5]([O:7][CH2:8][CH3:9])=[O:6])[C:10]([O:12][CH2:13][CH3:14])=[O:11])=[CH:20][CH:21]=1. Given the reactants [H-].[Na+].[CH3:3][CH:4]([C:10]([O:12][CH2:13][CH3:14])=[O:11])[C:5]([O:7][CH2:8][CH3:9])=[O:6].[Cl:15][C:16]1[N:17]=[N:18][C:19](Cl)=[CH:20][CH:21]=1, predict the reaction product.